From a dataset of Forward reaction prediction with 1.9M reactions from USPTO patents (1976-2016). Predict the product of the given reaction. (1) The product is: [Cl:8][C:9]1[CH:10]=[CH:11][C:12]([CH2:31][NH:32][C:33]2[CH:38]=[CH:37][C:36]([C:39]3[CH:40]=[CH:41][C:42]([Cl:45])=[CH:43][CH:44]=3)=[CH:35][CH:34]=2)=[C:13]([C:15]2[CH:16]=[CH:17][C:18]([C:21]([NH:23][CH2:24][CH2:25][C:26]([OH:28])=[O:27])=[O:22])=[N:19][CH:20]=2)[CH:14]=1. Given the reactants [OH-].[Na+].C1COCC1.[Cl:8][C:9]1[CH:10]=[CH:11][C:12]([CH2:31][NH:32][C:33]2[CH:38]=[CH:37][C:36]([C:39]3[CH:44]=[CH:43][C:42]([Cl:45])=[CH:41][CH:40]=3)=[CH:35][CH:34]=2)=[C:13]([C:15]2[CH:16]=[CH:17][C:18]([C:21]([NH:23][CH2:24][CH2:25][C:26]([O:28]CC)=[O:27])=[O:22])=[N:19][CH:20]=2)[CH:14]=1, predict the reaction product. (2) Given the reactants C(=O)([O-])[O-].[Cs+].[Cs+].C1(P(C2CCCCC2)C2C=CC=CC=2C2C(C(C)C)=CC(C(C)C)=CC=2C(C)C)CCCCC1.Cl[C:42]1[N:47]=[CH:46][C:45]2[C:48]([N:54]3[CH2:59][CH2:58][S:57](=[O:61])(=[O:60])[CH2:56][CH2:55]3)=[N:49][N:50]([CH:51]([CH3:53])[CH3:52])[C:44]=2[CH:43]=1.[CH:62]1([S:65]([N:68]2[CH:72]=[C:71]([C:73]3[N:78]=[C:77]([NH2:79])[CH:76]=[CH:75][N:74]=3)[CH:70]=[N:69]2)(=[O:67])=[O:66])[CH2:64][CH2:63]1, predict the reaction product. The product is: [CH:62]1([S:65]([N:68]2[CH:72]=[C:71]([C:73]3[N:78]=[C:77]([NH:79][C:42]4[N:47]=[CH:46][C:45]5[C:48]([N:54]6[CH2:59][CH2:58][S:57](=[O:61])(=[O:60])[CH2:56][CH2:55]6)=[N:49][N:50]([CH:51]([CH3:53])[CH3:52])[C:44]=5[CH:43]=4)[CH:76]=[CH:75][N:74]=3)[CH:70]=[N:69]2)(=[O:66])=[O:67])[CH2:64][CH2:63]1. (3) Given the reactants [CH3:1][CH:2]([S:4]([NH:7][C@@H:8]1[CH2:12][CH2:11][CH2:10][C@@H:9]1[C:13]1[CH:18]=[CH:17][C:16]([N+:19]([O-])=O)=[CH:15][CH:14]=1)(=[O:6])=[O:5])[CH3:3].[H][H], predict the reaction product. The product is: [NH2:19][C:16]1[CH:15]=[CH:14][C:13]([C@H:9]2[CH2:10][CH2:11][CH2:12][C@H:8]2[NH:7][S:4]([CH:2]([CH3:3])[CH3:1])(=[O:6])=[O:5])=[CH:18][CH:17]=1. (4) Given the reactants [CH2:1]([O:8][C:9]([NH:11][CH2:12][C@@H:13]([OH:25])[CH2:14][P:15]([CH2:18][CH:19]1[CH2:24][CH2:23][CH2:22][CH2:21][CH2:20]1)(=[O:17])[OH:16])=[O:10])[C:2]1[CH:7]=[CH:6][CH:5]=[CH:4][CH:3]=1.[CH2:26]([O:28][C:29](=[O:33])[O:30][CH2:31]Cl)[CH3:27], predict the reaction product. The product is: [CH2:26]([O:28][C:29]([O:30][CH2:31][O:17][P:15]([CH2:14][CH:13]([OH:25])[CH2:12][NH:11][C:9]([O:8][CH2:1][C:2]1[CH:7]=[CH:6][CH:5]=[CH:4][CH:3]=1)=[O:10])([CH2:18][CH:19]1[CH2:24][CH2:23][CH2:22][CH2:21][CH2:20]1)=[O:16])=[O:33])[CH3:27]. (5) Given the reactants [NH2:1][C:2]1[C:3]2[N:4]([C:8]([C@@H:26]3[CH2:31][CH2:30][CH2:29][CH2:28][NH:27]3)=[N:9][C:10]=2[C:11]2[CH:25]=[CH:24][C:14]([C:15]([NH:17][C:18]3[N:19]=[N:20][CH:21]=[CH:22][CH:23]=3)=[O:16])=[CH:13][CH:12]=2)[CH:5]=[CH:6][N:7]=1.[C:32](O)(=[O:36])[C:33]#[C:34][CH3:35], predict the reaction product. The product is: [NH2:1][C:2]1[C:3]2[N:4]([C:8]([C@@H:26]3[CH2:31][CH2:30][CH2:29][CH2:28][N:27]3[C:32](=[O:36])[C:33]#[C:34][CH3:35])=[N:9][C:10]=2[C:11]2[CH:25]=[CH:24][C:14]([C:15]([NH:17][C:18]3[N:19]=[N:20][CH:21]=[CH:22][CH:23]=3)=[O:16])=[CH:13][CH:12]=2)[CH:5]=[CH:6][N:7]=1. (6) Given the reactants Br[C:2]1[C:3]2[N:4]([CH:12]=[CH:13][N:14]=2)[CH:5]=[C:6]([C:8]([O:10][CH3:11])=[O:9])[N:7]=1.F[B-](F)(F)[C:17]1[CH:22]=[CH:21][CH:20]=[C:19]([C:23]#[C:24][C@:25]2([OH:32])[CH2:29][CH2:28][N:27]([CH3:30])[C:26]2=[O:31])[CH:18]=1.[K+], predict the reaction product. The product is: [OH:32][C@@:25]1([C:24]#[C:23][C:19]2[CH:18]=[C:17]([C:2]3[C:3]4[N:4]([CH:12]=[CH:13][N:14]=4)[CH:5]=[C:6]([C:8]([O:10][CH3:11])=[O:9])[N:7]=3)[CH:22]=[CH:21][CH:20]=2)[CH2:29][CH2:28][N:27]([CH3:30])[C:26]1=[O:31].